Dataset: Catalyst prediction with 721,799 reactions and 888 catalyst types from USPTO. Task: Predict which catalyst facilitates the given reaction. (1) Reactant: C(C=O)=O.[F:5][C:6]([F:25])([F:24])[C:7]([N:9]1[CH2:23][CH2:22][C:21]2[C:12](=[CH:13][C:14]3[N:15]=[CH:16][CH:17]=[N:18][C:19]=3[CH:20]=2)[CH2:11][CH2:10]1)=[O:8].NC1C(N)=CC2CCN(C(=O)C(F)(F)F)CCC=2C=1. Product: [F:25][C:6]([F:5])([F:24])[C:7]([N:9]1[CH2:10][CH2:11][C:12]2[C:21](=[CH:20][C:19]3[N:18]=[CH:17][CH:16]=[N:15][C:14]=3[CH:13]=2)[CH2:22][CH2:23]1)=[O:8]. The catalyst class is: 1. (2) Reactant: Cl[C:2]1[N:7]=[C:6]([NH:8][CH:9]2[CH2:17][C:16]3[C:11](=[CH:12][CH:13]=[CH:14][CH:15]=3)[CH2:10]2)[N:5]=[C:4]([NH:18][CH2:19][C:20]2[CH:29]=[CH:28][C:23]([C:24]([O:26][CH3:27])=[O:25])=[CH:22][CH:21]=2)[N:3]=1.[NH3:30].[NH4+].[Cl-]. Product: [CH3:27][O:26][C:24](=[O:25])[C:23]1[CH:28]=[CH:29][C:20]([CH2:19][NH:18][C:4]2[N:3]=[C:2]([NH2:30])[N:7]=[C:6]([NH:8][CH:9]3[CH2:17][C:16]4[C:11](=[CH:12][CH:13]=[CH:14][CH:15]=4)[CH2:10]3)[N:5]=2)=[CH:21][CH:22]=1. The catalyst class is: 225. (3) Reactant: [C:1]([C:4]1[C:22](=[O:23])[C@@:8]2([CH3:24])[C:9]3[C:15]([OH:16])=[CH:14][C:13]([O:17][CH3:18])=[C:12]([C:19]([NH2:21])=[O:20])[C:10]=3[O:11][C:7]2=[CH:6][C:5]=1[OH:25])(=[O:3])[CH3:2].[F:26][C:27]1[CH:32]=[C:31]([F:33])[CH:30]=[CH:29][C:28]=1[S:34]([NH:37][C:38]1[CH:43]=[C:42]([CH3:44])[C:41]([CH:45]=O)=[C:40]([CH3:47])[CH:39]=1)(=[O:36])=[O:35].C([SiH](CC)CC)C.FC(F)(F)C(O)=O. Product: [C:1]([C:4]1[C:22](=[O:23])[C@@:8]2([CH3:24])[C:9]3[C:15]([OH:16])=[CH:14][C:13]([O:17][CH3:18])=[C:12]([C:19]([NH:21][CH2:45][C:41]4[C:42]([CH3:44])=[CH:43][C:38]([NH:37][S:34]([C:28]5[CH:29]=[CH:30][C:31]([F:33])=[CH:32][C:27]=5[F:26])(=[O:36])=[O:35])=[CH:39][C:40]=4[CH3:47])=[O:20])[C:10]=3[O:11][C:7]2=[CH:6][C:5]=1[OH:25])(=[O:3])[CH3:2]. The catalyst class is: 10.